This data is from Catalyst prediction with 721,799 reactions and 888 catalyst types from USPTO. The task is: Predict which catalyst facilitates the given reaction. (1) Reactant: [CH3:1][O:2][C:3]([C:5]1[C:10]([Cl:11])=[N:9][C:8](Cl)=[CH:7][N:6]=1)=[O:4].C(=O)([O-])[O-].[K+].[K+].[NH:19]1[CH2:24][CH2:23][O:22][CH2:21][CH2:20]1. Product: [CH3:1][O:2][C:3]([C:5]1[C:10]([Cl:11])=[N:9][C:8]([N:19]2[CH2:24][CH2:23][O:22][CH2:21][CH2:20]2)=[CH:7][N:6]=1)=[O:4]. The catalyst class is: 35. (2) Reactant: C(OC([NH:8][C:9]([NH:18][CH2:19][CH2:20][CH2:21][CH2:22][NH:23][C:24]1[N:29]2[N:30]=[C:31]([C:45]3[CH:50]=[CH:49][C:48]([O:51][CH3:52])=[CH:47][CH:46]=3)[C:32]([C:33]3[CH:38]=[CH:37][N:36]=[C:35]([NH:39][CH:40]4[CH2:44][CH2:43][CH2:42][CH2:41]4)[N:34]=3)=[C:28]2[CH:27]=[CH:26][CH:25]=1)=[N:10]C(OC(C)(C)C)=O)=O)(C)(C)C.FC(F)(F)C(O)=O. Product: [CH:40]1([NH:39][C:35]2[N:34]=[C:33]([C:32]3[C:31]([C:45]4[CH:46]=[CH:47][C:48]([O:51][CH3:52])=[CH:49][CH:50]=4)=[N:30][N:29]4[C:24]([NH:23][CH2:22][CH2:21][CH2:20][CH2:19][NH:18][C:9]([NH2:10])=[NH:8])=[CH:25][CH:26]=[CH:27][C:28]=34)[CH:38]=[CH:37][N:36]=2)[CH2:44][CH2:43][CH2:42][CH2:41]1. The catalyst class is: 4. (3) Reactant: C(=O)([O-])O.[Na+].[S:6]=[C:7]1[NH:12][C:11]2[CH:13]=[CH:14][NH:15][C:10]=2[C:9](=[O:16])[N:8]1[C:17]1[CH:22]=[CH:21][C:20]([O:23][CH2:24][C:25]([F:28])([F:27])[F:26])=[CH:19][CH:18]=1.[F:29][CH:30]([F:32])I.CN(C)C=O. Product: [F:29][CH:30]([S:6][C:7]1[N:8]([C:17]2[CH:18]=[CH:19][C:20]([O:23][CH2:24][C:25]([F:28])([F:27])[F:26])=[CH:21][CH:22]=2)[C:9](=[O:16])[C:10]2[NH:15][CH:14]=[CH:13][C:11]=2[N:12]=1)[F:32]. The catalyst class is: 13. (4) Reactant: [B:1]([O-:4])([O-:3])[O-:2].[B:5]([O-:8])([O-:7])[O-:6].[B:9]([O-:12])([O-:11])[O-:10].[B:13]([O-:16])([O-:15])[O-:14].[Na+:17].[Na+].[Na+].[Na+].[Na+].[Na+].[Na+].[Na+].[Na+].[Na+].[Na+].[Na+].[ClH:29]. The catalyst class is: 6. Product: [B:1]([O-:4])([O-:3])[O-:2].[ClH:29].[B:5]([O-:8])([O-:7])[O-:6].[B:9]([O-:12])([O-:11])[O-:10].[B:13]([O-:16])([O-:15])[O-:14].[B:1]([O-:4])([O-:3])[O-:2].[Na+:17].[Na+:17].[Na+:17].[Na+:17].[Na+:17].[Na+:17].[Na+:17].[Na+:17].[Na+:17].[Na+:17].[Na+:17].[Na+:17]. (5) Reactant: [CH2:1]([NH:8][CH2:9][C:10]1[CH:15]=[CH:14][CH:13]=[CH:12][CH:11]=1)[C:2]1[CH:7]=[CH:6][CH:5]=[CH:4][CH:3]=1.C(O)(=O)C.[O:20]1[CH2:25][CH2:24][C:23](=O)[CH2:22][CH2:21]1.C(O[BH-](OC(=O)C)OC(=O)C)(=O)C.[Na+]. Product: [CH2:9]([N:8]([CH2:1][C:2]1[CH:7]=[CH:6][CH:5]=[CH:4][CH:3]=1)[CH:23]1[CH2:24][CH2:25][O:20][CH2:21][CH2:22]1)[C:10]1[CH:15]=[CH:14][CH:13]=[CH:12][CH:11]=1. The catalyst class is: 4. (6) Reactant: [F:1][C:2]1[CH:3]=[C:4]([CH2:9][C@@H:10]([C:28]2[C:33]([C:34]3[CH:35]=[C:36]([CH:40]=[CH:41][CH:42]=3)[C:37]([OH:39])=O)=[CH:32][CH:31]=[CH:30][N:29]=2)[NH:11][C:12](=[O:27])[CH2:13][N:14]2[C:22]3[CH2:21][CH2:20][CH2:19][CH2:18][C:17]=3[C:16]([C:23]([F:26])([F:25])[F:24])=[N:15]2)[CH:5]=[C:6]([F:8])[CH:7]=1.[CH3:43]NN(CC)NC.CN(C(ON1N=[N:65][C:60]2C=C[CH:63]=[N:64][C:59]1=2)=[N+](C)C)C.F[P-](F)(F)(F)(F)F. Product: [F:1][C:2]1[CH:3]=[C:4]([CH2:9][C@@H:10]([C:28]2[C:33]([C:34]3[CH:35]=[C:36]([CH:40]=[CH:41][CH:42]=3)[C:37]([NH:65][CH2:60][CH2:59][N:64]([CH3:63])[CH3:43])=[O:39])=[CH:32][CH:31]=[CH:30][N:29]=2)[NH:11][C:12](=[O:27])[CH2:13][N:14]2[C:22]3[CH2:21][CH2:20][CH2:19][CH2:18][C:17]=3[C:16]([C:23]([F:24])([F:25])[F:26])=[N:15]2)[CH:5]=[C:6]([F:8])[CH:7]=1. The catalyst class is: 3. (7) Reactant: IC1SC(NC(=O)C)=NC=1C.[CH3:12][C:13]1[N:14]=[C:15]([NH:30][C:31](=[O:33])[CH3:32])[S:16][C:17]=1[C:18]1[S:19][C:20](S(NCC#C)(=O)=O)=[CH:21][CH:22]=1.C([Sn](CCCC)(CCCC)C1SC=CC=1)CCC. Product: [CH3:12][C:13]1[N:14]=[C:15]([NH:30][C:31](=[O:33])[CH3:32])[S:16][C:17]=1[C:18]1[S:19][CH:20]=[CH:21][CH:22]=1. The catalyst class is: 151.